Dataset: Forward reaction prediction with 1.9M reactions from USPTO patents (1976-2016). Task: Predict the product of the given reaction. (1) Given the reactants C(OC(=O)[NH:7][C:8]1[S:9][C:10]2[CH:16]=[C:15]([CH:17]([C:19]3[CH:24]=[CH:23][C:22]([F:25])=[CH:21][CH:20]=3)O)[CH:14]=[C:13]([C:26]3[CH:31]=[CH:30][CH:29]=[C:28]([N+:32]([O-:34])=[O:33])[CH:27]=3)[C:11]=2[N:12]=1)(C)(C)C.[SiH](CC)(CC)CC, predict the reaction product. The product is: [F:25][C:22]1[CH:21]=[CH:20][C:19]([CH2:17][C:15]2[CH:14]=[C:13]([C:26]3[CH:31]=[CH:30][CH:29]=[C:28]([N+:32]([O-:34])=[O:33])[CH:27]=3)[C:11]3[N:12]=[C:8]([NH2:7])[S:9][C:10]=3[CH:16]=2)=[CH:24][CH:23]=1. (2) The product is: [Si:1]([O:8][CH2:9][C:10]1[CH:11]=[N:12][CH:13]=[CH:14][C:15]=1[NH:16][C:17]([NH:49][CH2:48][C:47]1[C:42]([N:39]2[CH2:40][CH2:41][CH:36]([CH3:35])[CH2:37][CH2:38]2)=[N:43][C:44]([C:50]([F:53])([F:51])[F:52])=[CH:45][CH:46]=1)=[O:25])([C:4]([CH3:5])([CH3:6])[CH3:7])([CH3:2])[CH3:3]. Given the reactants [Si:1]([O:8][CH2:9][C:10]1[CH:11]=[N:12][CH:13]=[CH:14][C:15]=1[NH:16][C:17](=[O:25])OC1C=CC=CC=1)([C:4]([CH3:7])([CH3:6])[CH3:5])([CH3:3])[CH3:2].CN(C1C=CC=CN=1)C.[CH3:35][CH:36]1[CH2:41][CH2:40][N:39]([C:42]2[C:47]([CH2:48][NH2:49])=[CH:46][CH:45]=[C:44]([C:50]([F:53])([F:52])[F:51])[N:43]=2)[CH2:38][CH2:37]1, predict the reaction product. (3) Given the reactants [CH2:1]([OH:3])C.[C:4]1([S:14]([CH2:17][C:18]2[CH:19]=[C:20]([CH:36]=[CH:37][C:38]=2[N+:39]([O-])=O)[O:21][CH:22]([CH3:35])COS(C2C=CC(C)=CC=2)(=O)=O)(=[O:16])=[O:15])[C:13]2[C:8](=[CH:9][CH:10]=[CH:11][CH:12]=2)[CH:7]=[CH:6][CH:5]=1.[CH2:42]1[CH2:46]O[CH2:44][CH2:43]1, predict the reaction product. The product is: [NH2:39][C:38]1[CH:37]=[CH:36][C:20]([O:21][CH2:22][CH2:35][CH2:1][O:3][S:14]([C:42]2[CH:46]=[CH:5][C:4]([CH3:13])=[CH:44][CH:43]=2)(=[O:16])=[O:15])=[CH:19][C:18]=1[CH2:17][S:14]([C:4]1[C:13]2[C:8](=[CH:9][CH:10]=[CH:11][CH:12]=2)[CH:7]=[CH:6][CH:5]=1)(=[O:15])=[O:16]. (4) Given the reactants [C:1]([O:5][C:6]([NH:8][CH:9]([CH2:13][CH3:14])[C:10]([OH:12])=O)=[O:7])([CH3:4])([CH3:3])[CH3:2].CN([C:18]([O:22][N:23]1N=NC2C=CC=C[C:24]1=2)=[N+](C)C)C.F[P-](F)(F)(F)(F)F.CCN(C(C)C)C(C)C.Cl.CNOC, predict the reaction product. The product is: [CH3:18][O:22][N:23]([CH3:24])[C:10]([CH:9]([NH:8][C:6](=[O:7])[O:5][C:1]([CH3:2])([CH3:3])[CH3:4])[CH2:13][CH3:14])=[O:12]. (5) Given the reactants [NH2:1][C:2]1[N:3]=[C:4]([O:10][CH3:11])[C:5]([C:8]#[N:9])=[N:6][CH:7]=1.[Cl:12][C:13]1[CH:18]=[C:17](Cl)[N:16]=[CH:15][N:14]=1.C[Si]([N-][Si](C)(C)C)(C)C.[Li+].C(P(C(C)(C)C)C1C=CC=CC=1C1C=CC=CC=1)(C)(C)C, predict the reaction product. The product is: [Cl:12][C:13]1[N:14]=[CH:15][N:16]=[C:17]([NH:1][C:2]2[N:3]=[C:4]([O:10][CH3:11])[C:5]([C:8]#[N:9])=[N:6][CH:7]=2)[CH:18]=1. (6) Given the reactants [Cl:1][C:2]1[N:3]=[C:4]2[CH:12]=[C:11]([Cl:13])[CH:10]=[N:9][C:5]2=[N:6][C:7]=1Cl.[CH:14]1([N:17]2[CH2:22][CH2:21][NH:20][CH2:19][CH2:18]2)[CH2:16][CH2:15]1, predict the reaction product. The product is: [Cl:1][C:2]1[N:3]=[C:4]2[CH:12]=[C:11]([Cl:13])[CH:10]=[N:9][C:5]2=[N:6][C:7]=1[N:20]1[CH2:21][CH2:22][N:17]([CH:14]2[CH2:16][CH2:15]2)[CH2:18][CH2:19]1. (7) Given the reactants [C:1]([O:5][C:6]([NH:8][CH:9]([CH2:14][C:15]1[CH:20]=[CH:19][C:18]([O:21][C:22]2[CH:27]=[CH:26][C:25]([NH2:28])=[CH:24][CH:23]=2)=[CH:17][CH:16]=1)[C:10]([O:12][CH3:13])=[O:11])=[O:7])([CH3:4])([CH3:3])[CH3:2].Cl[C:30]1[CH:35]=[CH:34][CH:33]=[CH:32][N:31]=1, predict the reaction product. The product is: [C:1]([O:5][C:6]([NH:8][CH:9]([CH2:14][C:15]1[CH:20]=[CH:19][C:18]([O:21][C:22]2[CH:23]=[CH:24][C:25]([NH:28][C:30]3[CH:35]=[CH:34][CH:33]=[CH:32][N:31]=3)=[CH:26][CH:27]=2)=[CH:17][CH:16]=1)[C:10]([O:12][CH3:13])=[O:11])=[O:7])([CH3:4])([CH3:2])[CH3:3]. (8) Given the reactants [Cl:1][C:2]1[S:6][C:5]([S:7]([NH:10][CH:11]([C:17]2[N:18]([CH2:22][C:23]3[CH:28]=[CH:27][C:26]([O:29]C)=[CH:25][CH:24]=3)[CH:19]=[CH:20][N:21]=2)[CH:12]([CH2:15][CH3:16])[CH2:13][CH3:14])(=[O:9])=[O:8])=[CH:4][CH:3]=1.B(Br)(Br)Br.O, predict the reaction product. The product is: [Cl:1][C:2]1[S:6][C:5]([S:7]([NH:10][CH:11]([C:17]2[N:18]([CH2:22][C:23]3[CH:24]=[CH:25][C:26]([OH:29])=[CH:27][CH:28]=3)[CH:19]=[CH:20][N:21]=2)[CH:12]([CH2:15][CH3:16])[CH2:13][CH3:14])(=[O:8])=[O:9])=[CH:4][CH:3]=1. (9) Given the reactants [CH3:1][O:2][C:3]1[CH:4]=[C:5]([CH:10]=[CH:11][C:12]=1[N:13]1[CH2:18][CH2:17][CH2:16][CH2:15][C:14]1=[O:19])[C:6]([O:8]C)=[O:7].[OH-].[Li+], predict the reaction product. The product is: [CH3:1][O:2][C:3]1[CH:4]=[C:5]([CH:10]=[CH:11][C:12]=1[N:13]1[CH2:18][CH2:17][CH2:16][CH2:15][C:14]1=[O:19])[C:6]([OH:8])=[O:7].